From a dataset of NCI-60 drug combinations with 297,098 pairs across 59 cell lines. Regression. Given two drug SMILES strings and cell line genomic features, predict the synergy score measuring deviation from expected non-interaction effect. (1) Drug 1: CS(=O)(=O)C1=CC(=C(C=C1)C(=O)NC2=CC(=C(C=C2)Cl)C3=CC=CC=N3)Cl. Drug 2: CCC1(CC2CC(C3=C(CCN(C2)C1)C4=CC=CC=C4N3)(C5=C(C=C6C(=C5)C78CCN9C7C(C=CC9)(C(C(C8N6C)(C(=O)OC)O)OC(=O)C)CC)OC)C(=O)OC)O.OS(=O)(=O)O. Cell line: LOX IMVI. Synergy scores: CSS=45.7, Synergy_ZIP=-0.362, Synergy_Bliss=0.975, Synergy_Loewe=-17.9, Synergy_HSA=3.15. (2) Drug 1: C1=NNC2=C1C(=O)NC=N2. Drug 2: CC(C)CN1C=NC2=C1C3=CC=CC=C3N=C2N. Cell line: NCI-H322M. Synergy scores: CSS=-1.98, Synergy_ZIP=0.741, Synergy_Bliss=-0.579, Synergy_Loewe=-2.28, Synergy_HSA=-2.34. (3) Drug 1: C1=CC=C(C=C1)NC(=O)CCCCCCC(=O)NO. Drug 2: C1CN(CCN1C(=O)CCBr)C(=O)CCBr. Cell line: DU-145. Synergy scores: CSS=66.6, Synergy_ZIP=5.35, Synergy_Bliss=7.00, Synergy_Loewe=-5.19, Synergy_HSA=8.81. (4) Drug 1: CC1CCC2CC(C(=CC=CC=CC(CC(C(=O)C(C(C(=CC(C(=O)CC(OC(=O)C3CCCCN3C(=O)C(=O)C1(O2)O)C(C)CC4CCC(C(C4)OC)O)C)C)O)OC)C)C)C)OC. Drug 2: CS(=O)(=O)CCNCC1=CC=C(O1)C2=CC3=C(C=C2)N=CN=C3NC4=CC(=C(C=C4)OCC5=CC(=CC=C5)F)Cl. Cell line: SK-MEL-5. Synergy scores: CSS=13.4, Synergy_ZIP=-2.70, Synergy_Bliss=-0.685, Synergy_Loewe=-1.37, Synergy_HSA=-1.32. (5) Drug 1: CCC1=C2CN3C(=CC4=C(C3=O)COC(=O)C4(CC)O)C2=NC5=C1C=C(C=C5)O. Drug 2: COC1=C2C(=CC3=C1OC=C3)C=CC(=O)O2. Cell line: HL-60(TB). Synergy scores: CSS=45.1, Synergy_ZIP=-2.89, Synergy_Bliss=-7.32, Synergy_Loewe=-73.7, Synergy_HSA=-6.65. (6) Drug 1: CC12CCC3C(C1CCC2=O)CC(=C)C4=CC(=O)C=CC34C. Drug 2: CN(C)N=NC1=C(NC=N1)C(=O)N. Cell line: EKVX. Synergy scores: CSS=35.3, Synergy_ZIP=4.91, Synergy_Bliss=2.29, Synergy_Loewe=-31.2, Synergy_HSA=1.20. (7) Drug 1: CCC(=C(C1=CC=CC=C1)C2=CC=C(C=C2)OCCN(C)C)C3=CC=CC=C3.C(C(=O)O)C(CC(=O)O)(C(=O)O)O. Drug 2: C(CN)CNCCSP(=O)(O)O. Cell line: EKVX. Synergy scores: CSS=3.64, Synergy_ZIP=0.293, Synergy_Bliss=1.03, Synergy_Loewe=0.960, Synergy_HSA=-0.146. (8) Drug 1: C1CCC(C1)C(CC#N)N2C=C(C=N2)C3=C4C=CNC4=NC=N3. Drug 2: CC1=C(C=C(C=C1)NC(=O)C2=CC=C(C=C2)CN3CCN(CC3)C)NC4=NC=CC(=N4)C5=CN=CC=C5. Cell line: NCI-H226. Synergy scores: CSS=0.0715, Synergy_ZIP=-2.10, Synergy_Bliss=-2.47, Synergy_Loewe=-8.00, Synergy_HSA=-4.22. (9) Drug 1: C1C(C(OC1N2C=C(C(=O)NC2=O)F)CO)O. Drug 2: C1=CC=C(C(=C1)C(C2=CC=C(C=C2)Cl)C(Cl)Cl)Cl. Cell line: OVCAR-4. Synergy scores: CSS=9.87, Synergy_ZIP=-2.43, Synergy_Bliss=-1.70, Synergy_Loewe=-12.0, Synergy_HSA=-1.78.